Dataset: Catalyst prediction with 721,799 reactions and 888 catalyst types from USPTO. Task: Predict which catalyst facilitates the given reaction. (1) Reactant: [CH2:1](O)[CH2:2][CH2:3][CH2:4][CH2:5][CH2:6][CH2:7][CH2:8][CH2:9][C:10]#[CH:11].C(Br)(Br)(Br)[Br:14].C1(P(C2C=CC=CC=2)C2C=CC=CC=2)C=CC=CC=1.C1CCCCC1. Product: [Br:14][CH2:1][CH2:2][CH2:3][CH2:4][CH2:5][CH2:6][CH2:7][CH2:8][CH2:9][C:10]#[CH:11]. The catalyst class is: 2. (2) Reactant: [CH3:1][Mg]Br.[Cl:4][C:5]1[CH:10]=[CH:9][C:8]([C:11]([CH:13]2[CH2:15][C:14]2([F:17])[F:16])=[O:12])=[CH:7][CH:6]=1. Product: [Cl:4][C:5]1[CH:6]=[CH:7][C:8]([C:11]([CH:13]2[CH2:15][C:14]2([F:16])[F:17])([OH:12])[CH3:1])=[CH:9][CH:10]=1. The catalyst class is: 27.